Dataset: NCI-60 drug combinations with 297,098 pairs across 59 cell lines. Task: Regression. Given two drug SMILES strings and cell line genomic features, predict the synergy score measuring deviation from expected non-interaction effect. (1) Drug 1: CC(CN1CC(=O)NC(=O)C1)N2CC(=O)NC(=O)C2. Drug 2: C1CN1P(=S)(N2CC2)N3CC3. Synergy scores: CSS=15.2, Synergy_ZIP=-8.59, Synergy_Bliss=-6.45, Synergy_Loewe=-5.78, Synergy_HSA=-3.73. Cell line: MDA-MB-231. (2) Drug 1: CC1OCC2C(O1)C(C(C(O2)OC3C4COC(=O)C4C(C5=CC6=C(C=C35)OCO6)C7=CC(=C(C(=C7)OC)O)OC)O)O. Drug 2: C1=CN(C(=O)N=C1N)C2C(C(C(O2)CO)O)O.Cl. Cell line: NCI-H322M. Synergy scores: CSS=7.19, Synergy_ZIP=-4.39, Synergy_Bliss=-2.20, Synergy_Loewe=-3.92, Synergy_HSA=-1.01. (3) Drug 1: CNC(=O)C1=CC=CC=C1SC2=CC3=C(C=C2)C(=NN3)C=CC4=CC=CC=N4. Drug 2: CC1=C2C(C(=O)C3(C(CC4C(C3C(C(C2(C)C)(CC1OC(=O)C(C(C5=CC=CC=C5)NC(=O)OC(C)(C)C)O)O)OC(=O)C6=CC=CC=C6)(CO4)OC(=O)C)O)C)O. Cell line: UO-31. Synergy scores: CSS=12.7, Synergy_ZIP=-2.08, Synergy_Bliss=2.71, Synergy_Loewe=-5.16, Synergy_HSA=2.74. (4) Drug 1: C1C(C(OC1N2C=NC(=NC2=O)N)CO)O. Drug 2: C1CCC(C(C1)N)N.C(=O)(C(=O)[O-])[O-].[Pt+4]. Cell line: HCT116. Synergy scores: CSS=60.6, Synergy_ZIP=3.70, Synergy_Bliss=3.16, Synergy_Loewe=5.16, Synergy_HSA=6.27. (5) Drug 1: CC1=C(C=C(C=C1)NC(=O)C2=CC=C(C=C2)CN3CCN(CC3)C)NC4=NC=CC(=N4)C5=CN=CC=C5. Drug 2: C(CC(=O)O)C(=O)CN.Cl. Cell line: HCC-2998. Synergy scores: CSS=7.38, Synergy_ZIP=1.37, Synergy_Bliss=-0.984, Synergy_Loewe=-1.21, Synergy_HSA=-2.97. (6) Drug 1: CC1OCC2C(O1)C(C(C(O2)OC3C4COC(=O)C4C(C5=CC6=C(C=C35)OCO6)C7=CC(=C(C(=C7)OC)O)OC)O)O. Drug 2: COC1=C2C(=CC3=C1OC=C3)C=CC(=O)O2. Cell line: SN12C. Synergy scores: CSS=33.5, Synergy_ZIP=-8.80, Synergy_Bliss=3.12, Synergy_Loewe=-14.9, Synergy_HSA=0.897. (7) Drug 1: CC1=C2C(C(=O)C3(C(CC4C(C3C(C(C2(C)C)(CC1OC(=O)C(C(C5=CC=CC=C5)NC(=O)OC(C)(C)C)O)O)OC(=O)C6=CC=CC=C6)(CO4)OC(=O)C)O)C)O. Drug 2: B(C(CC(C)C)NC(=O)C(CC1=CC=CC=C1)NC(=O)C2=NC=CN=C2)(O)O. Cell line: EKVX. Synergy scores: CSS=39.1, Synergy_ZIP=-1.60, Synergy_Bliss=-4.27, Synergy_Loewe=-2.63, Synergy_HSA=-4.01. (8) Drug 1: CC1=CC=C(C=C1)C2=CC(=NN2C3=CC=C(C=C3)S(=O)(=O)N)C(F)(F)F. Drug 2: CC1=C(C(=O)C2=C(C1=O)N3CC4C(C3(C2COC(=O)N)OC)N4)N. Cell line: SK-MEL-28. Synergy scores: CSS=20.8, Synergy_ZIP=-5.49, Synergy_Bliss=-4.24, Synergy_Loewe=-20.3, Synergy_HSA=-1.92. (9) Drug 1: CC12CCC(CC1=CCC3C2CCC4(C3CC=C4C5=CN=CC=C5)C)O. Drug 2: C1C(C(OC1N2C=NC3=C2NC=NCC3O)CO)O. Cell line: HL-60(TB). Synergy scores: CSS=4.41, Synergy_ZIP=1.87, Synergy_Bliss=3.50, Synergy_Loewe=-0.299, Synergy_HSA=-1.80.